Task: Predict the reaction yield, written as a fraction of the theoretical maximum amount of product (1.0 means a 100% yield; for example, 0.34 means a 34% yield).. Dataset: Reaction yield outcomes from USPTO patents with 853,638 reactions The reactants are [Cl:1][C:2]1[CH:3]=[C:4]([C:8]2[O:12][N:11]=[C:10]([CH2:13][S:14][C:15]3[N:16]([CH3:26])[C:17]([C:20]4[CH:25]=[CH:24][N:23]=[CH:22][CH:21]=4)=[N:18][N:19]=3)[N:9]=2)[CH:5]=[CH:6][CH:7]=1.C1C=C(Cl)C=C(C(OO)=[O:35])C=1. The catalyst is ClCCl. The product is [Cl:1][C:2]1[CH:3]=[C:4]([C:8]2[O:12][N:11]=[C:10]([CH2:13][S:14][C:15]3[N:16]([CH3:26])[C:17]([C:20]4[CH:25]=[CH:24][N+:23]([O-:35])=[CH:22][CH:21]=4)=[N:18][N:19]=3)[N:9]=2)[CH:5]=[CH:6][CH:7]=1. The yield is 0.0800.